The task is: Predict the reactants needed to synthesize the given product.. This data is from Full USPTO retrosynthesis dataset with 1.9M reactions from patents (1976-2016). Given the product [NH2:30][CH:31]([C:35]1[CH:40]=[CH:39][CH:38]=[CH:37][CH:36]=1)[C:32]([N:10]([C:4]1[CH:5]=[CH:6][C:7]([O:8][CH3:9])=[C:2]([Cl:1])[CH:3]=1)[CH2:11][CH2:12][C:13]1[CH:18]=[CH:17][C:16]([C:19]([F:20])([F:21])[F:22])=[CH:15][CH:14]=1)=[O:33], predict the reactants needed to synthesize it. The reactants are: [Cl:1][C:2]1[CH:3]=[C:4]([NH:10][CH2:11][CH2:12][C:13]2[CH:18]=[CH:17][C:16]([C:19]([F:22])([F:21])[F:20])=[CH:15][CH:14]=2)[CH:5]=[CH:6][C:7]=1[O:8][CH3:9].C(OC([NH:30][CH:31]([C:35]1[CH:40]=[CH:39][CH:38]=[CH:37][CH:36]=1)[C:32](O)=[O:33])=O)(C)(C)C.